From a dataset of Full USPTO retrosynthesis dataset with 1.9M reactions from patents (1976-2016). Predict the reactants needed to synthesize the given product. Given the product [Br:1][C:2]1[CH:3]=[N:4][N:5]([CH3:19])[C:6]=1[C:7]1[CH:12]=[C:11]([NH2:13])[CH:10]=[CH:9][C:8]=1[O:16][CH2:17][CH3:18], predict the reactants needed to synthesize it. The reactants are: [Br:1][C:2]1[CH:3]=[N:4][N:5]([CH3:19])[C:6]=1[C:7]1[CH:12]=[C:11]([N+:13]([O-])=O)[CH:10]=[CH:9][C:8]=1[O:16][CH2:17][CH3:18].CCO.